From a dataset of Catalyst prediction with 721,799 reactions and 888 catalyst types from USPTO. Predict which catalyst facilitates the given reaction. (1) Reactant: [F:1][C:2]1([F:11])[CH2:7][CH2:6][C:5]([C:8]([OH:10])=O)=[CH:4][CH2:3]1.[Cl:12][C:13]1[CH:14]=[C:15]([F:35])[C:16]([C:29]2[N:30]=[N:31][N:32]([CH3:34])[N:33]=2)=[C:17]([C:19]2[CH:20]=[C:21]([F:28])[C:22]([C@H:25]([NH2:27])[CH3:26])=[N:23][CH:24]=2)[CH:18]=1.C1C=CC2N(O)N=NC=2C=1.CCN=C=NCCCN(C)C.C(N(CC)CC)C.C(=O)(O)[O-].[Na+]. Product: [Cl:12][C:13]1[CH:14]=[C:15]([F:35])[C:16]([C:29]2[N:30]=[N:31][N:32]([CH3:34])[N:33]=2)=[C:17]([C:19]2[CH:20]=[C:21]([F:28])[C:22]([C@H:25]([NH:27][C:8]([C:5]3[CH2:6][CH2:7][C:2]([F:1])([F:11])[CH2:3][CH:4]=3)=[O:10])[CH3:26])=[N:23][CH:24]=2)[CH:18]=1. The catalyst class is: 173. (2) Reactant: [CH2:1]([NH:4][C@H:5]1[C:13]2[C:8](=[CH:9][CH:10]=[C:11]([O:14][C:15](=[O:20])[N:16]([CH2:18][CH3:19])[CH3:17])[CH:12]=2)[CH2:7][CH2:6]1)[C:2]#[CH:3].[C:21]([OH:30])(=[O:29])[C@@H:22]([C@H:24]([C:26]([OH:28])=[O:27])[OH:25])[OH:23]. Product: [CH3:19][CH2:18][N:16]([C:15]([O:14][C:11]1[CH:10]=[CH:9][C:8]2[CH2:7][CH2:6][C@@H:5]([NH:4][CH2:1][C:2]#[CH:3])[C:13]=2[CH:12]=1)=[O:20])[CH3:17].[CH3:19][CH2:18][N:16]([C:15]([O:14][C:11]1[CH:10]=[CH:9][C:8]2[CH2:7][CH2:6][C@@H:5]([NH:4][CH2:1][C:2]#[CH:3])[C:13]=2[CH:12]=1)=[O:20])[CH3:17].[CH:22]([OH:23])([C:21]([OH:30])=[O:29])[CH:24]([OH:25])[C:26]([OH:28])=[O:27]. The catalyst class is: 8. (3) Reactant: Cl.Br[C:3]1[CH:31]=[CH:30][C:6]2[S:7][CH:8]=[C:9]([CH2:10][N:11]3[C:17](=[O:18])[C@@H:16]([NH:19][C:20](=[O:25])[C@@H:21]([NH:23][CH3:24])[CH3:22])[CH2:15][CH2:14][C:13]4[CH:26]=[CH:27][CH:28]=[CH:29][C:12]3=4)[C:5]=2[CH:4]=1. Product: [S:7]1[CH:8]=[C:9]([CH2:10][N:11]2[C:17](=[O:18])[C@@H:16]([NH:19][C:20](=[O:25])[C@@H:21]([NH:23][CH3:24])[CH3:22])[CH2:15][CH2:14][C:13]3[CH:26]=[CH:27][CH:28]=[CH:29][C:12]2=3)[C:5]2[CH:4]=[CH:3][CH:31]=[CH:30][C:6]1=2. The catalyst class is: 256. (4) Reactant: Cl.Cl.Cl.Cl.[NH2:5][C:6]1[C:11]([O:12][CH3:13])=[CH:10][C:9]([C:14]2[CH:15]=[CH:16][C:17]([N:20]3[CH2:26][CH2:25][CH2:24][N:23]([C:27]4[CH:32]=[CH:31][C:30]([C:33]5[CH:38]=[C:37]([O:39][CH3:40])[C:36]([NH2:41])=[C:35]([O:42][CH3:43])[CH:34]=5)=[CH:29][N:28]=4)[CH2:22][CH2:21]3)=[N:18][CH:19]=2)=[CH:8][C:7]=1[O:44][CH3:45].[CH3:46][S:47](Cl)(=[O:49])=[O:48]. Product: [CH3:46][S:47]([NH:5][C:6]1[C:11]([O:12][CH3:13])=[CH:10][C:9]([C:14]2[CH:15]=[CH:16][C:17]([N:20]3[CH2:26][CH2:25][CH2:24][N:23]([C:27]4[CH:32]=[CH:31][C:30]([C:33]5[CH:38]=[C:37]([O:39][CH3:40])[C:36]([NH:41][S:47]([CH3:46])(=[O:49])=[O:48])=[C:35]([O:42][CH3:43])[CH:34]=5)=[CH:29][N:28]=4)[CH2:22][CH2:21]3)=[N:18][CH:19]=2)=[CH:8][C:7]=1[O:44][CH3:45])(=[O:49])=[O:48]. The catalyst class is: 17. (5) Reactant: C(OC([N:8]1[CH2:12][C@H:11]([CH2:13][NH:14][C:15]2[CH:20]=[CH:19][C:18]([Cl:21])=[CH:17][CH:16]=2)[C@@H:10]([CH2:22][C:23]2[CH:28]=[CH:27][CH:26]=[CH:25][CH:24]=2)[CH2:9]1)=O)(C)(C)C.Br[CH2:30][C:31]1[CH:40]=[CH:39][CH:38]=[C:37]2[C:32]=1[CH:33]=[CH:34][C:35]([C:41]#[N:42])=[CH:36]2.CC#N.O.CC#N. Product: [CH2:22]([C@H:10]1[CH2:9][NH:8][CH2:12][C@@H:11]1[CH2:13][N:14]([CH2:30][C:31]1[CH:40]=[CH:39][CH:38]=[C:37]2[C:32]=1[CH:33]=[CH:34][C:35]([C:41]#[N:42])=[CH:36]2)[C:15]1[CH:20]=[CH:19][C:18]([Cl:21])=[CH:17][CH:16]=1)[C:23]1[CH:24]=[CH:25][CH:26]=[CH:27][CH:28]=1. The catalyst class is: 6. (6) Reactant: [Cl:1][C:2]1[CH:7]=[CH:6][C:5]([C:8]2[C:17]3[C:12](=[CH:13][CH:14]=[C:15]([C:18](O)=[O:19])[CH:16]=3)[CH:11]=[N:10][CH:9]=2)=[CH:4][CH:3]=1.C(N(CC)C(C)C)(C)C.F[P-](F)(F)(F)(F)F.N1(OC(N(C)C)=[N+](C)C)C2N=CC=CC=2N=N1.[N:54]1[CH:59]=[CH:58][CH:57]=[C:56]([CH2:60][NH2:61])[CH:55]=1. Product: [Cl:1][C:2]1[CH:7]=[CH:6][C:5]([C:8]2[C:17]3[C:12](=[CH:13][CH:14]=[C:15]([C:18]([NH:61][CH2:60][C:56]4[CH:55]=[N:54][CH:59]=[CH:58][CH:57]=4)=[O:19])[CH:16]=3)[CH:11]=[N:10][CH:9]=2)=[CH:4][CH:3]=1. The catalyst class is: 9. (7) Reactant: [CH2:1]([N:8]([CH2:16][C:17]1[CH:18]=[N:19][CH:20]=[C:21](Br)[CH:22]=1)[C:9](=[O:15])[O:10][C:11]([CH3:14])([CH3:13])[CH3:12])[C:2]1[CH:7]=[CH:6][CH:5]=[CH:4][CH:3]=1.CC([O-])=O.[K+].[B:29]1(B2OC(C)(C)C(C)(C)O2)[O:33]C(C)(C)C(C)(C)[O:30]1.CCOC(C)=O. Product: [CH2:1]([N:8]([CH2:16][C:17]1[CH:22]=[C:21]([B:29]([OH:33])[OH:30])[CH:20]=[N:19][CH:18]=1)[C:9]([O:10][C:11]([CH3:14])([CH3:13])[CH3:12])=[O:15])[C:2]1[CH:7]=[CH:6][CH:5]=[CH:4][CH:3]=1. The catalyst class is: 75. (8) Reactant: [OH:1][C:2]1[CH:7]=[CH:6][CH:5]=[CH:4][C:3]=1[C:8](=[O:14])[CH2:9][C:10]([O:12][CH3:13])=[O:11].[Cl:15][C:16]1[CH:23]=[CH:22][C:19]([CH:20]=O)=[CH:18][C:17]=1[C:24]([F:27])([F:26])[F:25].N1CCCCC1.C(O)(=O)C. Product: [Cl:15][C:16]1[CH:23]=[CH:22][C:19]([CH:20]2[CH:9]([C:10]([O:12][CH3:13])=[O:11])[C:8](=[O:14])[C:3]3[C:2](=[CH:7][CH:6]=[CH:5][CH:4]=3)[O:1]2)=[CH:18][C:17]=1[C:24]([F:25])([F:26])[F:27]. The catalyst class is: 252. (9) The catalyst class is: 4. Product: [Cl:36][C:31]1[CH:32]=[CH:33][CH:34]=[CH:35][C:30]=1[N:16]1[C:17](=[O:18])[C:19]2[C@H:20]3[C:26]([CH3:28])([CH3:27])[C@:23]([CH3:29])([CH2:22][CH2:21]3)[C:24]=2[NH:15]1. Reactant: FC(F)(F)C(O)=O.C(OC([NH:15][N:16]([C:30]1[CH:35]=[CH:34][CH:33]=[CH:32][C:31]=1[Cl:36])[C:17]([CH:19]1[C:24](=O)[C@:23]2([CH3:29])[C:26]([CH3:28])([CH3:27])[C@H:20]1[CH2:21][CH2:22]2)=[O:18])=O)(C)(C)C. (10) Reactant: [H-].[Na+].[Si:3]([O:10][CH2:11][C:12]1[CH:17]=[C:16]([O:18][CH2:19][CH3:20])[C:15]([C:21]2([OH:25])[CH2:24][CH2:23][CH2:22]2)=[C:14]([O:26][CH2:27][CH3:28])[CH:13]=1)([C:6]([CH3:9])([CH3:8])[CH3:7])([CH3:5])[CH3:4].[CH3:29]N(C=O)C.IC. Product: [C:6]([Si:3]([O:10][CH2:11][C:12]1[CH:17]=[C:16]([O:18][CH2:19][CH3:20])[C:15]([C:21]2([O:25][CH3:29])[CH2:22][CH2:23][CH2:24]2)=[C:14]([O:26][CH2:27][CH3:28])[CH:13]=1)([CH3:5])[CH3:4])([CH3:9])([CH3:8])[CH3:7]. The catalyst class is: 84.